This data is from Catalyst prediction with 721,799 reactions and 888 catalyst types from USPTO. The task is: Predict which catalyst facilitates the given reaction. (1) Reactant: [Cl:1][C:2]1[CH:7]=[CH:6][C:5]([S:8]([N:11]2[C:19]3[C:14](=[CH:15][C:16]([CH3:20])=[CH:17][CH:18]=3)[C:13]([CH:21]=[O:22])=[CH:12]2)(=[O:10])=[O:9])=[CH:4][C:3]=1[N+:23]([O-:25])=[O:24].[BH4-].[Na+].Cl. Product: [Cl:1][C:2]1[CH:7]=[CH:6][C:5]([S:8]([N:11]2[C:19]3[C:14](=[CH:15][C:16]([CH3:20])=[CH:17][CH:18]=3)[C:13]([CH2:21][OH:22])=[CH:12]2)(=[O:9])=[O:10])=[CH:4][C:3]=1[N+:23]([O-:25])=[O:24]. The catalyst class is: 92. (2) Reactant: Cl.[OH:2][NH2:3].C(N(CC)CC)C.[O:11]1[C:15]2[CH:16]=[CH:17][C:18]([C:20]3[C:21]4[C:35](=[O:36])[O:34][C:33](=O)[C:22]=4[CH:23]=[C:24]4[C:32]=3[C:28]3[O:29][CH2:30][O:31][C:27]=3[CH:26]=[CH:25]4)=[CH:19][C:14]=2[O:13][CH2:12]1. Product: [O:11]1[C:15]2[CH:16]=[CH:17][C:18]([C:20]3[C:32]4[C:24](=[CH:25][CH:26]=[C:27]5[O:31][CH2:30][O:29][C:28]5=4)[CH:23]=[C:22]4[C:33](=[O:34])[N:3]([OH:2])[C:35](=[O:36])[C:21]=34)=[CH:19][C:14]=2[O:13][CH2:12]1. The catalyst class is: 14. (3) Reactant: [N:1]1([C:7]2[C:8]3[N:9]([CH:15]=[C:16]([C:18]4[CH:23]=[CH:22][N:21]=[CH:20][CH:19]=4)[N:17]=3)[N:10]=[C:11]([NH:13][NH2:14])[CH:12]=2)[CH2:6][CH2:5][O:4][CH2:3][CH2:2]1.[CH3:24][C:25]1[CH:32]=[CH:31][CH:30]=[CH:29][C:26]=1[CH:27]=O. Product: [CH3:24][C:25]1[CH:32]=[CH:31][CH:30]=[CH:29][C:26]=1[CH:27]=[N:14][NH:13][C:11]1[CH:12]=[C:7]([N:1]2[CH2:2][CH2:3][O:4][CH2:5][CH2:6]2)[C:8]2[N:9]([CH:15]=[C:16]([C:18]3[CH:23]=[CH:22][N:21]=[CH:20][CH:19]=3)[N:17]=2)[N:10]=1. The catalyst class is: 8. (4) Reactant: [NH2:1][C:2](=O)[CH2:3][N:4]1[C:9](=[N:10]S(C2C=CC(C)=CC=2)(=O)=O)[CH:8]=[CH:7][C:6]([O:21][C:22]2[CH:23]=[C:24]([NH:28][C:29]([C:31]3[C:36]([CH3:37])=[CH:35][CH:34]=[CH:33][N:32]=3)=[O:30])[CH:25]=[CH:26][CH:27]=2)=[CH:5]1.FC(F)(F)C(OC(=O)C(F)(F)F)=O. Product: [NH2:1][C:2]1[N:10]=[C:9]2[CH:8]=[CH:7][C:6]([O:21][C:22]3[CH:23]=[C:24]([NH:28][C:29]([C:31]4[C:36]([CH3:37])=[CH:35][CH:34]=[CH:33][N:32]=4)=[O:30])[CH:25]=[CH:26][CH:27]=3)=[CH:5][N:4]2[CH:3]=1. The catalyst class is: 7.